Dataset: Full USPTO retrosynthesis dataset with 1.9M reactions from patents (1976-2016). Task: Predict the reactants needed to synthesize the given product. (1) Given the product [N:3]1([CH2:9][CH2:10][NH:11][C:12]2[N:13]=[N+:14]([O-:25])[C:15]3[C:24]4[CH2:23][CH2:22][CH2:21][C:20]=4[CH:19]=[CH:18][C:16]=3[N+:17]=2[O-:27])[CH2:8][CH2:7][CH2:6][CH2:5][CH2:4]1, predict the reactants needed to synthesize it. The reactants are: OO.[N:3]1([CH2:9][CH2:10][NH:11][C:12]2[N:13]=[N+:14]([O-:25])[C:15]3[C:24]4[CH2:23][CH2:22][CH2:21][C:20]=4[CH:19]=[CH:18][C:16]=3[N:17]=2)[CH2:8][CH2:7][CH2:6][CH2:5][CH2:4]1.C(O)(C(F)(F)F)=[O:27]. (2) Given the product [Br:1][C:2]1[C:3]([CH3:11])=[C:4]([CH:8]=[CH:9][CH:10]=1)[C:5]([O:7][CH3:19])=[O:6], predict the reactants needed to synthesize it. The reactants are: [Br:1][C:2]1[C:3]([CH3:11])=[C:4]([CH:8]=[CH:9][CH:10]=1)[C:5]([OH:7])=[O:6].S(=O)(=O)(O)O.[OH-].[Na+].[CH3:19]O. (3) Given the product [Cl:1][C:2]1[CH:3]=[C:4]([S:8]([N:11]([CH2:31][CH:32]([CH3:34])[CH3:33])[CH2:12][C:13]2[S:14][C:15]([C:18]3[CH:23]=[CH:22][CH:21]=[C:20]([S:24]([CH3:27])(=[O:26])=[O:25])[CH:19]=3)=[CH:16][CH:17]=2)(=[O:9])=[O:10])[CH:5]=[CH:6][CH:7]=1, predict the reactants needed to synthesize it. The reactants are: [Cl:1][C:2]1[CH:3]=[C:4]([S:8]([NH:11][CH2:12][C:13]2[S:14][C:15]([C:18]3[CH:23]=[CH:22][CH:21]=[C:20]([S:24]([CH3:27])(=[O:26])=[O:25])[CH:19]=3)=[CH:16][CH:17]=2)(=[O:10])=[O:9])[CH:5]=[CH:6][CH:7]=1.[H-].[Na+].Br[CH2:31][CH:32]([CH3:34])[CH3:33]. (4) Given the product [CH3:1][C@@H:2]1[N:3]([CH:17]2[CH2:18][O:19][CH2:20]2)[CH2:4][CH2:5][N:6]([C:8]2[CH:13]=[CH:12][C:11]([NH2:14])=[CH:10][CH:9]=2)[CH2:7]1, predict the reactants needed to synthesize it. The reactants are: [CH3:1][C@H:2]1[CH2:7][N:6]([C:8]2[CH:13]=[CH:12][C:11]([N+:14]([O-])=O)=[CH:10][CH:9]=2)[CH2:5][CH2:4][N:3]1[CH:17]1[CH2:20][O:19][CH2:18]1.[Cl-].[NH4+]. (5) The reactants are: [CH3:1][C:2]1[N:7]=[C:6]([N+:8]([O-])=O)[C:5]([OH:11])=[CH:4][CH:3]=1.C(O)(=O)C. Given the product [NH2:8][C:6]1[C:5]([OH:11])=[CH:4][CH:3]=[C:2]([CH3:1])[N:7]=1, predict the reactants needed to synthesize it. (6) Given the product [CH3:2][C:3]1[C:8]2[N:9]=[C:10]([C:12]([O:14][CH3:15])=[O:13])[N:11]([CH2:23][O:22][CH2:21][CH2:20][Si:19]([CH3:26])([CH3:25])[CH3:18])[C:7]=2[CH:6]=[CH:5][CH:4]=1, predict the reactants needed to synthesize it. The reactants are: O[CH2:2][C:3]1[C:8]2[NH:9][C:10]([C:12]([O:14][CH3:15])=[O:13])=[N:11][C:7]=2[CH:6]=[CH:5][CH:4]=1.[H-].[Na+].[CH3:18][Si:19]([CH3:26])([CH3:25])[CH2:20][CH2:21][O:22][CH2:23]Cl. (7) Given the product [CH2:1]([N:8]1[CH2:9][CH:10]=[C:11]([C:15]2[CH:20]=[C:19]([Cl:21])[CH:18]=[CH:17][C:16]=2[NH2:22])[CH2:12][CH2:13]1)[C:2]1[CH:7]=[CH:6][CH:5]=[CH:4][CH:3]=1, predict the reactants needed to synthesize it. The reactants are: [CH2:1]([N:8]1[CH2:13][CH2:12][C:11]([C:15]2[CH:20]=[C:19]([Cl:21])[CH:18]=[CH:17][C:16]=2[NH:22]C(=O)C(C)(C)C)(O)[CH2:10][CH2:9]1)[C:2]1[CH:7]=[CH:6][CH:5]=[CH:4][CH:3]=1.